From a dataset of Experimentally validated miRNA-target interactions with 360,000+ pairs, plus equal number of negative samples. Binary Classification. Given a miRNA mature sequence and a target amino acid sequence, predict their likelihood of interaction. (1) The miRNA is hsa-miR-6838-5p with sequence AAGCAGCAGUGGCAAGACUCCU. The protein sequence of the target gene is MEEGKMDENEWGYHGEGNKSLVVAHAQRCVVLRFLKFPPNRKKTSEEIFQHLQNIVDFGKNVMKEFLGENYVHYGEVVQLPLEFVKQLCLKIQSERPESRCDKDLDTLSGYAMCLPNLTRLQTYRFAEHRPILCVEIKPKCGFIPFSSDVTHEMKHKVCRYCMHQHLKVATGKWKQISKYCPLDLYSGNKQRMHFALKSLLQEAQNNLKIFKNGELIYGCKDARSPVADWSELAHHLKPFFFPSNGLASGPHCTRAVIRELVHVITRVLLSGSDKGRAGTLSPGLGPQGPRVCEASPFSR.... Result: 1 (interaction). (2) The miRNA is hsa-miR-3978 with sequence GUGGAAAGCAUGCAUCCAGGGUGU. The protein sequence of the target gene is MDVTSSSGGGGDPRQIEETKPLLGGDVSAPEGTKMGAVPCRRALLLCNGMRYKLLQEGDIQVCVIRHPRTFLSKILTSKFLRRWEPHHLTLADNSLASATPTGYMENSVSYSAIEDVQLLSWENAPKYCLQLTIPGGTVLLQAANSYLRDQWFHSLQWKKKIYKYKKVLSNPSRWEVVLKEIRTLVDMALTSPLQDDSINQAPLEIVSKLLSENTNLTTQEHENIIVAIAPLLENNHPPPDLCEFFCKHCRERPRSMVVIEVFTPVVQRILKHNMDFGKCPRLRLFTQEYILALNELNAG.... Result: 0 (no interaction). (3) The miRNA is hsa-miR-4782-5p with sequence UUCUGGAUAUGAAGACAAUCAA. The protein sequence of the target gene is MASAEPLTALSRWYLYAIHGYFCEVMFTAAWEFVVNLNWKFPGVTSVWALFIYGTSILIVERMYLRLRGRCPLLLRCLIYTLWTYLWEFTTGFILRQFNACPWDYSQFDFDFMGLITLEYAVPWFCGALIMEQFIIRNTLRLRFDKDAEPGEPSGALALANGHVKTD. Result: 0 (no interaction). (4) The miRNA is hsa-miR-4477b with sequence AUUAAGGACAUUUGUGAUUGAU. Result: 0 (no interaction). The protein sequence of the target gene is MRRVLRLLLGCFLTELCARMCRAQERSGHGQLAQLGGVLLLTGGNRSGAASGEAGEGVGGSDAPPTRAPTPDSCRGYFDVMGQWDPPFNCSSGDFIFCCGTCGFRFCCTFKKRRLNQSTCTNYDTPLWLNTGKPPARKDDPLHDPTKDKTNLIVYIICGVVAVMVLVGIFTKLGLEKAHRPQREHMSRALADVMRPQGHCNTDHMERDLNIVVHVQHYENMDSRTPINNLHTTQMNNAVPTSPLLQQMGHPHSYPNLGQISNPYEQQPPGKELNKYASLKAVGNSDGDWAVATLKSPKAD.... (5) The miRNA is mmu-miR-466l-3p with sequence UAUAAAUACAUGCACACAUAUU. The protein sequence of the target gene is MSRRRISCKDLGHADCQGWLYKKKEKGTFLSNKWKKFWVVLKGSSLYWYSNQMAEKADGFVNLSDFTVERASECKKKNAFKINHPQIKAFYFAAENLQEMNVWLNKLGFAVTHQESITKDEECYSESEQEDPEVAVEAPPPPYASTTSSPVAAQWASSSSPKRRETSCSFSSLENTVKAPSQFSSSGSKERQSWHNIVNSSPATEDAGLPLTFAEQVHTLAFSEASNCQAPENNCITSEGGLLNLLSSDDTSSLNNNKDHLTVPDRAAGSRMADREEIKSSEDDEMEKLYKSLEQASLSP.... Result: 1 (interaction). (6) The miRNA is mmu-miR-24-1-5p with sequence GUGCCUACUGAGCUGAUAUCAGU. The protein sequence of the target gene is MDIPISSRDFRGLQLACVALGLVAGSIIIGISVSKAAAAMGGVFIGAAVLGLLILAYPFLKARFNLDHILPTIGSLRIHPHPGADHGEGRSSTNGNKEGARSSLSTVSRTLEKLKPGTRGAEEC. Result: 0 (no interaction). (7) The miRNA is hsa-miR-216b-3p with sequence ACACACUUACCCGUAGAGAUUCUA. The protein sequence of the target gene is MAAEWASRFWLWATLLIPAAAVYEDQVGKFDWRQQYVGKVKFASLEFSPGSKKLVVATEKNVIAALNSRTGEILWRHVDKGTAEGAVDAMLLHGQDVITVSNGGRIMRSWETNIGGLNWEITLDSGSFQALGLVGLQESVRYIAVLKKTTLALHHLSSGHLKWVEHLPESDSIHYQMVYSYGSGVVWALGVVPFSHVNIVKFNVEDGEIVQQVRVSTPWLQHLSGACGVVDEAVLVCPDPSSRSLQTLALETEWELRQIPLQSLDLEFGSGFQPRVLPTQPNPVDASRAQFFLHLSPSHY.... Result: 1 (interaction). (8) The miRNA is hsa-miR-6894-3p with sequence UUGCCUGCCCUCUUCCUCCAG. The protein sequence of the target gene is MADGNEDLRADDLPGPAFESYESMELACPAERSGHVAVSDGRHMFVWGGYKSNQVRGLYDFYLPREELWIYNMETGRWKKINTEGDVPPSMSGSCAVCVDRVLYLFGGHHSRGNTNKFYMLDSRSTDRVLQWERIDCQGIPPSSKDKLGVWVYKNKLIFFGGYGYLPEDKVLGTFEFDETSFWNSSHPRGWNDHVHILDTETFTWSQPITTGKAPSPRAAHACATVGNRGFVFGGRYRDARMNDLHYLNLDTWEWNELIPQGICPVGRSWHSLTPVSSDHLFLFGGFTTDKQPLSDAWTY.... Result: 0 (no interaction).